Dataset: Forward reaction prediction with 1.9M reactions from USPTO patents (1976-2016). Task: Predict the product of the given reaction. The product is: [C:1]([C:3]1[CH:4]=[C:5]([NH:9][C:10]2[C:19]3[C:14](=[CH:15][CH:16]=[C:17]([NH2:20])[CH:18]=3)[N:13]=[CH:12][N:11]=2)[CH:6]=[CH:7][CH:8]=1)#[CH:2]. Given the reactants [C:1]([C:3]1[CH:4]=[C:5]([NH:9][C:10]2[C:19]3[C:14](=[CH:15][CH:16]=[C:17]([N+:20]([O-])=O)[CH:18]=3)[N:13]=[CH:12][N:11]=2)[CH:6]=[CH:7][CH:8]=1)#[CH:2].O.O.Cl[Sn]Cl.C([O-])(O)=O.[Na+], predict the reaction product.